This data is from Forward reaction prediction with 1.9M reactions from USPTO patents (1976-2016). The task is: Predict the product of the given reaction. (1) Given the reactants CN1C(=O)CCC1.[CH3:8][O:9][C:10]1[N:15]=[CH:14][C:13]([NH:16][C:17](=[O:23])[O:18][C:19]([CH3:22])([CH3:21])[CH3:20])=[CH:12][CH:11]=1.CC(C)([O-])C.[K+].[CH3:30][C@:31]1([CH2:39][N:40]2[C:44]3[CH:45]=[C:46]([C:49]#[N:50])[CH:47]=[CH:48][C:43]=3[N:42]=[CH:41]2)CCC[C@:33]2(OC2)[CH2:32]1, predict the reaction product. The product is: [CH3:8][O:9][C:10]1[N:15]=[CH:14][C:13]([N:16]2[CH2:21][C@@:19]3([CH2:20][CH2:33][CH2:32][C@@:31]([CH2:39][N:40]4[C:44]5[CH:45]=[C:46]([C:49]#[N:50])[CH:47]=[CH:48][C:43]=5[N:42]=[CH:41]4)([CH3:30])[CH2:22]3)[O:18][C:17]2=[O:23])=[CH:12][CH:11]=1. (2) Given the reactants Cl.Cl.N1(C[C@@H]2CC3C(=CC=CC=3)CN2)CCOCC1.Cl.Cl.[N:22]1([CH2:28][CH2:29][CH2:30][C@@H:31]2[CH2:40][C:39]3[C:34](=[CH:35][CH:36]=[CH:37][CH:38]=3)[CH2:33][NH:32]2)[CH2:27][CH2:26][O:25][CH2:24][CH2:23]1.C(O[C:49]1[CH:54]=[CH:53][C:52]([N:55]([CH3:86])[C:56]([C:58]2[CH:59]=[C:60]([C:65]3[CH:66]=[C:67]4[C:72](=[CH:73][C:74]=3[C:75](O[Li])=[O:76])[CH2:71][N:70](C(OC(C)(C)C)=O)[CH2:69][CH2:68]4)[N:61]([CH3:64])[C:62]=2[CH3:63])=[O:57])=[CH:51][CH:50]=1)C1C=CC=CC=1.C(OC(N1CCC2C(=CC(C(O)=O)=C(C3N(C)C(C)=C(C(=O)N(C)C4C=CC=CC=4)C=3)C=2)C1)=O)(C)(C)C, predict the reaction product. The product is: [CH3:86][N:55]([C:52]1[CH:51]=[CH:50][CH:49]=[CH:54][CH:53]=1)[C:56]([C:58]1[CH:59]=[C:60]([C:65]2[CH:66]=[C:67]3[C:72](=[CH:73][C:74]=2[C:75]([N:32]2[C@H:31]([CH2:30][CH2:29][CH2:28][N:22]4[CH2:27][CH2:26][O:25][CH2:24][CH2:23]4)[CH2:40][C:39]4[C:34](=[CH:35][CH:36]=[CH:37][CH:38]=4)[CH2:33]2)=[O:76])[CH2:71][NH:70][CH2:69][CH2:68]3)[N:61]([CH3:64])[C:62]=1[CH3:63])=[O:57]. (3) Given the reactants [C:1]([C:9]1[CH:10]=[C:11]([CH:15]=[CH:16][CH:17]=1)[C:12](O)=[O:13])(=[O:8])[C:2]1[CH:7]=[CH:6][CH:5]=[CH:4][CH:3]=1, predict the reaction product. The product is: [OH:13][CH2:12][C:11]1[CH:10]=[C:9]([C:1]([C:2]2[CH:7]=[CH:6][CH:5]=[CH:4][CH:3]=2)=[O:8])[CH:17]=[CH:16][CH:15]=1. (4) Given the reactants O[C:2]([CH:16]([CH3:18])[CH3:17])([CH:6]([CH:10]1[CH2:15][CH2:14][O:13][CH2:12][CH2:11]1)[C:7]([OH:9])=[O:8])[C:3](O)=[O:4].CCCCCC.C(OCC)(=O)C, predict the reaction product. The product is: [CH:16]([C:2]1=[C:6]([CH:10]2[CH2:15][CH2:14][O:13][CH2:12][CH2:11]2)[C:7]([O:9][C:3]1=[O:4])=[O:8])([CH3:18])[CH3:17]. (5) Given the reactants Cl[C:2]1[C:14]2[N:13]3[C:8]([C:9]([C:15]4[C:20]([CH3:21])=[CH:19][C:18]([CH3:22])=[CH:17][C:16]=4[CH3:23])=[CH:10][CH:11]=[CH:12]3)=[CH:7][C:6]=2[N:5]=[C:4]([CH3:24])[CH:3]=1.[CH2:25]([NH2:28])[CH2:26][NH2:27], predict the reaction product. The product is: [NH2:27][CH2:26][CH2:25][NH:28][C:2]1[C:14]2[N:13]3[C:8]([C:9]([C:15]4[C:20]([CH3:21])=[CH:19][C:18]([CH3:22])=[CH:17][C:16]=4[CH3:23])=[CH:10][CH:11]=[CH:12]3)=[CH:7][C:6]=2[N:5]=[C:4]([CH3:24])[CH:3]=1. (6) Given the reactants [C:1]([C:5]1[CH:6]=[C:7]([NH2:17])[N:8]([C:10]2[CH:15]=[CH:14][C:13]([F:16])=[CH:12][CH:11]=2)[N:9]=1)([CH3:4])([CH3:3])[CH3:2].[C:18]([N:25]1[CH:29]=NC=N1)(N1C=NC=N1)=[O:19].[CH3:30][NH:31][C:32]([C:34]1[CH:39]=[C:38]([O:40][C:41]2[CH:46]=[CH:45]C(N)=[CH:43][CH:42]=2)[CH:37]=[CH:36][N:35]=1)=[O:33], predict the reaction product. The product is: [CH3:30][NH:31][C:32]([C:34]1[CH:39]=[C:38]([O:40][C:41]2[CH:46]=[CH:45][C:29]([NH:25][C:18]([NH:17][C:7]3[N:8]([C:10]4[CH:11]=[CH:12][C:13]([F:16])=[CH:14][CH:15]=4)[N:9]=[C:5]([C:1]([CH3:4])([CH3:2])[CH3:3])[CH:6]=3)=[O:19])=[CH:43][CH:42]=2)[CH:37]=[CH:36][N:35]=1)=[O:33]. (7) Given the reactants [C:1](=[N:4][OH:5])([NH2:3])[CH3:2].C(N(CC)CC)C.[F:13][C:14]1[CH:22]=[CH:21][C:17]([C:18](Cl)=O)=[CH:16][CH:15]=1, predict the reaction product. The product is: [F:13][C:14]1[CH:22]=[CH:21][C:17]([C:18]2[O:5][N:4]=[C:1]([CH3:2])[N:3]=2)=[CH:16][CH:15]=1. (8) Given the reactants [O:1]=[C:2]1[C:10](=O)[C:9]2[C:4](=[CH:5][CH:6]=[CH:7][CH:8]=2)[N:3]1[CH2:12][C:13]([O:15][C:16]([CH3:19])([CH3:18])[CH3:17])=[O:14].[C-:20]#[N:21].[K+].[C:23](=[O:26])([O-])[O-].[NH4+:27].[NH4+].C[OH:30], predict the reaction product. The product is: [O:30]=[C:20]1[NH:27][C:10]2([C:9]3[C:4](=[CH:5][CH:6]=[CH:7][CH:8]=3)[N:3]([CH2:12][C:13]([O:15][C:16]([CH3:19])([CH3:18])[CH3:17])=[O:14])[C:2]2=[O:1])[C:23](=[O:26])[NH:21]1. (9) Given the reactants [OH:1][CH2:2][C:3]1[CH:4]=[C:5]([CH:10]=[C:11]([CH3:13])[N:12]=1)[C:6]([O:8][CH3:9])=[O:7].[OH2:14], predict the reaction product. The product is: [CH3:9][O:8][C:6]([C:5]1[CH:10]=[C:11]([CH3:13])[N:12]=[C:3]([C:2]([OH:14])=[O:1])[CH:4]=1)=[O:7]. (10) Given the reactants [ClH:1].Cl.[CH2:3]([O:10][C:11]1[CH:16]=[CH:15][C:14]([C:17]2[CH:18]=[C:19]([O:27][CH2:28][C@@H:29]3[CH2:33][NH:32][CH2:31][C@H:30]3[CH2:34][OH:35])[N:20]=[N:21][C:22]=2[CH2:23][CH2:24][CH2:25][CH3:26])=[CH:13][CH:12]=1)[C:4]1[CH:9]=[CH:8][CH:7]=[CH:6][CH:5]=1.C=O.O.[C:39](O[BH-](OC(=O)C)OC(=O)C)(=O)C.[Na+].C([O-])(O)=O.[Na+].Cl, predict the reaction product. The product is: [ClH:1].[ClH:1].[CH2:3]([O:10][C:11]1[CH:12]=[CH:13][C:14]([C:17]2[CH:18]=[C:19]([O:27][CH2:28][C@@H:29]3[CH2:33][N:32]([CH3:39])[CH2:31][C@H:30]3[CH2:34][OH:35])[N:20]=[N:21][C:22]=2[CH2:23][CH2:24][CH2:25][CH3:26])=[CH:15][CH:16]=1)[C:4]1[CH:9]=[CH:8][CH:7]=[CH:6][CH:5]=1.